From a dataset of Forward reaction prediction with 1.9M reactions from USPTO patents (1976-2016). Predict the product of the given reaction. (1) The product is: [CH3:1][S:2]([OH:5])(=[O:4])=[O:3].[CH3:6][O:7][C:8]1[CH:9]=[CH:10][C:11]([C:14]2[O:18][C:17]([CH3:20])([CH3:19])[C:16](=[O:21])[C:15]=2[C:22]2[CH:27]=[CH:26][C:25]([O:28][CH2:29][C:30]3[CH:35]=[CH:34][C:33]([CH3:36])=[CH:32][N:31]=3)=[CH:24][CH:23]=2)=[CH:12][CH:13]=1. Given the reactants [CH3:1][S:2]([OH:5])(=[O:4])=[O:3].[CH3:6][O:7][C:8]1[CH:13]=[CH:12][C:11]([C:14]2[O:18][C:17]([CH3:20])([CH3:19])[C:16](=[O:21])[C:15]=2[C:22]2[CH:27]=[CH:26][C:25]([O:28][CH2:29][C:30]3[CH:35]=[CH:34][C:33]([CH3:36])=[CH:32][N:31]=3)=[CH:24][CH:23]=2)=[CH:10][CH:9]=1, predict the reaction product. (2) The product is: [Cl:5][C:6]1[CH:11]=[CH:10][C:9]([C:12]([N:17]2[C:25]3[C:20](=[C:21]([NH:26][S:27]([CH3:30])(=[O:28])=[O:29])[CH:22]=[CH:23][CH:24]=3)[CH:19]=[CH:18]2)([C:15]2[N:1]=[N:2][NH:3][N:16]=2)[CH2:13][CH3:14])=[CH:8][CH:7]=1. Given the reactants [N-:1]=[N+:2]=[N-:3].[Na+].[Cl:5][C:6]1[CH:11]=[CH:10][C:9]([C:12]([N:17]2[C:25]3[C:20](=[C:21]([NH:26][S:27]([CH3:30])(=[O:29])=[O:28])[CH:22]=[CH:23][CH:24]=3)[CH:19]=[CH:18]2)([C:15]#[N:16])[CH2:13][CH3:14])=[CH:8][CH:7]=1.[Cl-].[NH4+], predict the reaction product. (3) Given the reactants [Cl:1][C:2]1[N:3]=[C:4]([O:10][CH3:11])[C:5]([NH2:9])=[N:6][C:7]=1[Cl:8].[Cl:12][C:13]1[C:18]([Cl:19])=[CH:17][CH:16]=[CH:15][C:14]=1[S:20](Cl)(=[O:22])=[O:21], predict the reaction product. The product is: [Cl:12][C:13]1[C:18]([Cl:19])=[CH:17][CH:16]=[CH:15][C:14]=1[S:20]([NH:9][C:5]1[C:4]([O:10][CH3:11])=[N:3][C:2]([Cl:1])=[C:7]([Cl:8])[N:6]=1)(=[O:22])=[O:21].